This data is from Full USPTO retrosynthesis dataset with 1.9M reactions from patents (1976-2016). The task is: Predict the reactants needed to synthesize the given product. Given the product [CH2:1]([O:3][C:4](=[O:19])/[C:5](/[O:16][CH2:17][CH3:18])=[CH:6]/[C:7]1[CH:8]=[C:9]2[C:13](=[CH:14][CH:15]=1)[N:12]([CH2:21][C:22]1[N:23]=[C:24]([C:28]3[CH:33]=[CH:32][CH:31]=[CH:30][C:29]=3[Cl:34])[O:25][C:26]=1[CH3:27])[CH:11]=[CH:10]2)[CH3:2], predict the reactants needed to synthesize it. The reactants are: [CH2:1]([O:3][C:4](=[O:19])/[C:5](/[O:16][CH2:17][CH3:18])=[CH:6]/[C:7]1[CH:8]=[C:9]2[C:13](=[CH:14][CH:15]=1)[NH:12][CH:11]=[CH:10]2)[CH3:2].Cl[CH2:21][C:22]1[N:23]=[C:24]([C:28]2[CH:33]=[CH:32][CH:31]=[CH:30][C:29]=2[Cl:34])[O:25][C:26]=1[CH3:27].